Dataset: Full USPTO retrosynthesis dataset with 1.9M reactions from patents (1976-2016). Task: Predict the reactants needed to synthesize the given product. (1) Given the product [CH:1]1([N:4]([CH2:18][C:19]2[O:20][CH:21]=[C:22]([C:24]([N:59]([CH3:58])[CH:60]3[CH2:65][CH2:64][CH2:63][CH:62]([N:66]4[CH2:67][CH2:68][N:69]([CH3:72])[CH2:70][CH2:71]4)[CH2:61]3)=[O:25])[N:23]=2)[S:5]([C:8]2[C:13]([CH3:14])=[CH:12][C:11]([O:15][CH3:16])=[CH:10][C:9]=2[CH3:17])(=[O:7])=[O:6])[CH2:2][CH2:3]1, predict the reactants needed to synthesize it. The reactants are: [CH:1]1([N:4]([CH2:18][C:19]2[O:20][CH:21]=[C:22]([C:24](O)=[O:25])[N:23]=2)[S:5]([C:8]2[C:13]([CH3:14])=[CH:12][C:11]([O:15][CH3:16])=[CH:10][C:9]=2[CH3:17])(=[O:7])=[O:6])[CH2:3][CH2:2]1.CCN=C=NCCCN(C)C.C1C=C2N=NN(O)C2=CC=1.O.CCN(C(C)C)C(C)C.[CH3:58][NH:59][CH:60]1[CH2:65][CH2:64][CH2:63][CH:62]([N:66]2[CH2:71][CH2:70][N:69]([CH3:72])[CH2:68][CH2:67]2)[CH2:61]1. (2) Given the product [CH2:13]([C:11]1[CH:12]=[C:3]([O:2][CH3:1])[CH:4]=[C:5]2[C:10]=1[C:9](=[O:15])[CH2:8][CH2:7][C:6]2([CH3:16])[CH3:17])[CH3:14], predict the reactants needed to synthesize it. The reactants are: [CH3:1][O:2][C:3]1[CH:4]=[C:5]2[C:10](=[C:11]([CH:13]=[CH2:14])[CH:12]=1)[C:9](=[O:15])[CH2:8][CH2:7][C:6]2([CH3:17])[CH3:16]. (3) Given the product [C:52]([O:51][C:32](=[O:33])[NH:30][CH:26]1[CH2:25][CH2:24][C:23]([C:20]2[CH:21]=[C:22]3[C:14]([C:13](=[O:12])[CH2:9][C:3]4[CH:4]=[CH:5][CH:6]=[C:7]([F:8])[C:2]=4[F:1])=[CH:15][NH:16][C:17]3=[N:18][CH:19]=2)=[CH:28][CH2:27]1)([CH3:53])([CH3:34])[CH3:48], predict the reactants needed to synthesize it. The reactants are: [F:1][C:2]1[C:7]([F:8])=[CH:6][CH:5]=[CH:4][C:3]=1[C:9]1C=N[O:12][C:13]=1[C:14]1[C:22]2[C:17](=[N:18][CH:19]=[C:20]([C:23]3[CH:28]=[CH:27][CH:26]=[CH:25][CH:24]=3)[CH:21]=2)[NH:16][CH:15]=1.C[N:30]([CH:32]=[O:33])C.[C:34]([O-])([O-])=O.[Na+].[Na+].ClC1C(Cl)=CC=CC=1[C:48]1C=N[O:51][C:52]=1[C:53]1C2C(=NC=CC=2)NC=1. (4) Given the product [NH:27]1[C:35]2[CH:34]=[CH:33][CH:32]=[C:31]([C:36]([N:3]([CH3:2])[C@@H:4]([CH2:20][C:21]3[CH:22]=[CH:23][CH:24]=[CH:25][CH:26]=3)[CH2:5][CH2:6][NH:7][C:8]([C:10]3[N:14]([CH3:15])[C:13]4[CH:16]=[CH:17][CH:18]=[CH:19][C:12]=4[N:11]=3)=[O:9])=[O:38])[C:30]=2[CH:29]=[CH:28]1, predict the reactants needed to synthesize it. The reactants are: Cl.[CH3:2][NH:3][C@@H:4]([CH2:20][C:21]1[CH:26]=[CH:25][CH:24]=[CH:23][CH:22]=1)[CH2:5][CH2:6][NH:7][C:8]([C:10]1[N:14]([CH3:15])[C:13]2[CH:16]=[CH:17][CH:18]=[CH:19][C:12]=2[N:11]=1)=[O:9].[NH:27]1[C:35]2[CH:34]=[CH:33][CH:32]=[C:31]([C:36]([OH:38])=O)[C:30]=2[CH:29]=[CH:28]1.C1C=CC2N(O)N=NC=2C=1.Cl.C(N(CC)CC)C.